Dataset: Human Reference Interactome with 51,813 positive PPI pairs across 8,248 proteins, plus equal number of experimentally-validated negative pairs. Task: Binary Classification. Given two protein amino acid sequences, predict whether they physically interact or not. Protein 1 (ENSG00000107643) has sequence MSRSKRDNNFYSVEIGDSTFTVLKRYQNLKPIGSGAQGIVCAAYDAILERNVAIKKLSRPFQNQTHAKRAYRELVLMKCVNHKNIIGLLNVFTPQKSLEEFQDVYIVMELMDANLCQVIQMELDHERMSYLLYQMLCGIKHLHSAGIIHRDLKPSNIVVKSDCTLKILDFGLARTAGTSFMMTPYVVTRYYRAPEVILGMGYKENVDLWSVGCIMGEMVCHKILFPGRDYIDQWNKVIEQLGTPCPEFMKKLQPTVRTYVENRPKYAGYSFEKLFPDVLFPADSEHNKLKASQARDLLSK.... Protein 2 (ENSG00000008516) has sequence MRLRLRLLALLLLLLAPPARAPKPSAQDVSLGVDWLTRYGYLPPPHPAQAQLQSPEKLRDAIKVMQRFAGLPETGRMDPGTVATMRKPRCSLPDVLGVAGLVRRRRRYALSGSVWKKRTLTWRVRSFPQSSQLSQETVRVLMSYALMAWGMESGLTFHEVDSPQGQEPDILIDFARAFHQDSYPFDGLGGTLAHAFFPGEHPISGDTHFDDEETWTFGSKDGEGTDLFAVAVHEFGHALGLGHSSAPNSIMRPFYQGPVGDPDKYRLSQDDRDGLQQLYGKAPQTPYDKPTRKPLAPPPQ.... Result: 0 (the proteins do not interact).